This data is from Catalyst prediction with 721,799 reactions and 888 catalyst types from USPTO. The task is: Predict which catalyst facilitates the given reaction. (1) Reactant: [CH2:1]([O:4][C:5]1([CH3:33])[CH2:10][CH2:9][N:8]([C:11]2[N:16]3[N:17]=[C:18]([NH2:20])[CH:19]=[C:15]3[N:14]=[C:13]([CH3:21])[C:12]=2[C@H:22]([O:28][C:29]([CH3:32])([CH3:31])[CH3:30])[C:23]([O:25][CH2:26][CH3:27])=[O:24])[CH2:7][CH2:6]1)[CH:2]=[CH2:3].[CH:34](=O)[CH2:35][CH2:36][CH2:37][CH:38]=[CH2:39].C(O)(=O)C.C([BH3-])#N.[Na+]. Product: [CH2:1]([O:4][C:5]1([CH3:33])[CH2:10][CH2:9][N:8]([C:11]2[N:16]3[N:17]=[C:18]([NH:20][CH2:39][CH2:38][CH2:37][CH2:36][CH:35]=[CH2:34])[CH:19]=[C:15]3[N:14]=[C:13]([CH3:21])[C:12]=2[C@H:22]([O:28][C:29]([CH3:32])([CH3:31])[CH3:30])[C:23]([O:25][CH2:26][CH3:27])=[O:24])[CH2:7][CH2:6]1)[CH:2]=[CH2:3]. The catalyst class is: 5. (2) Reactant: [NH2:1][C:2]1[CH:10]=[C:9]2[C:5]([C:6]3[C:14]([C:15]4[CH:20]=[CH:19][CH:18]=[CH:17][C:16]=4[F:21])=[CH:13][N:12]=[C:11]([C:22]([NH2:24])=[O:23])[C:7]=3[NH:8]2)=[CH:4][CH:3]=1.[CH3:25][S:26](Cl)(=[O:28])=[O:27].N1C=CC=CC=1. Product: [F:21][C:16]1[CH:17]=[CH:18][CH:19]=[CH:20][C:15]=1[C:14]1[C:6]2[C:5]3[C:9](=[CH:10][C:2]([NH:1][S:26]([CH3:25])(=[O:28])=[O:27])=[CH:3][CH:4]=3)[NH:8][C:7]=2[C:11]([C:22]([NH2:24])=[O:23])=[N:12][CH:13]=1. The catalyst class is: 4. (3) Reactant: [C:1]([OH:9])(=[O:8])[C:2]([CH2:4][C:5](O)=[O:6])=[CH2:3].[CH2:10]([N:17]1[CH2:22][CH2:21][CH:20]([NH2:23])[CH2:19][CH2:18]1)[C:11]1[CH:16]=[CH:15][CH:14]=[CH:13][CH:12]=1. Product: [CH2:10]([N:17]1[CH2:22][CH2:21][CH:20]([N:23]2[C:5](=[O:6])[CH2:4][CH:2]([C:1]([OH:9])=[O:8])[CH2:3]2)[CH2:19][CH2:18]1)[C:11]1[CH:12]=[CH:13][CH:14]=[CH:15][CH:16]=1. The catalyst class is: 113. (4) Reactant: [C:1]1([CH3:11])[CH:6]=[CH:5][C:4](S(O)(=O)=O)=[CH:3][CH:2]=1.C(OC([N:22]1[CH2:26][CH2:25][C@H:24]([NH2:27])[C@@H:23]1[C:28]1[CH:33]=[CH:32][CH:31]=[C:30]([Cl:34])[CH:29]=1)=O)C1C=CC=CC=1.[C:35](O[BH-](OC(=O)C)OC(=O)C)(=[O:37])C.[Na+].[BrH:49]. Product: [BrH:49].[BrH:49].[Cl:34][C:30]1[CH:29]=[C:28]([C@H:23]2[C@@H:24]([NH:27][CH2:11][C:1]3[CH:6]=[CH:5][CH:4]=[CH:3][C:2]=3[O:37][CH3:35])[CH2:25][CH2:26][NH:22]2)[CH:33]=[CH:32][CH:31]=1. The catalyst class is: 322.